The task is: Predict the product of the given reaction.. This data is from Forward reaction prediction with 1.9M reactions from USPTO patents (1976-2016). Given the reactants [Br:1][C:2]1[CH:3]=[CH:4][C:5]([C:8]#N)=[N:6][CH:7]=1.CC(C[AlH]CC(C)C)C.[O:19]1CCCC1, predict the reaction product. The product is: [Br:1][C:2]1[CH:3]=[CH:4][C:5]([CH:8]=[O:19])=[N:6][CH:7]=1.